From a dataset of Reaction yield outcomes from USPTO patents with 853,638 reactions. Predict the reaction yield, written as a fraction of the theoretical maximum amount of product (1.0 means a 100% yield; for example, 0.34 means a 34% yield). The reactants are FC(F)(F)C(O)=O.C([O:12][C:13](=[O:49])[CH2:14][C@@:15]1([C:33]([NH:35][CH:36]2[CH2:41][CH2:40][N:39](C(OC(C)(C)C)=O)[CH2:38][CH2:37]2)=[O:34])[C@H:19]([CH3:20])[CH2:18][N:17]([CH2:21][C:22]2[C:27]([C:28]([F:31])([F:30])[F:29])=[CH:26][CH:25]=[CH:24][C:23]=2[Cl:32])[CH2:16]1)(C)(C)C. The catalyst is ClCCl. The product is [Cl:32][C:23]1[CH:24]=[CH:25][CH:26]=[C:27]([C:28]([F:29])([F:31])[F:30])[C:22]=1[CH2:21][N:17]1[CH2:18][C@@H:19]([CH3:20])[C@@:15]([CH2:14][C:13]([OH:49])=[O:12])([C:33](=[O:34])[NH:35][CH:36]2[CH2:37][CH2:38][NH:39][CH2:40][CH2:41]2)[CH2:16]1. The yield is 1.00.